This data is from Full USPTO retrosynthesis dataset with 1.9M reactions from patents (1976-2016). The task is: Predict the reactants needed to synthesize the given product. The reactants are: [Si]([O:8][C@H:9]1[CH:13]2[O:14][CH2:15][C@@H:16]([O:17][C:18]3[NH:19][C:20]4[C:21]([N:39]=3)=[N:22][C:23]([C:27]3[S:28][C:29]5[CH:34]=[CH:33][N:32]=[C:31]([CH:35]6[CH2:37][CH2:36]6)[C:30]=5[N:38]=3)=[C:24]([Cl:26])[CH:25]=4)[CH:12]2[O:11][CH2:10]1)(C(C)(C)C)(C)C.CCCC[N+](CCCC)(CCCC)CCCC.[F-]. Given the product [Cl:26][C:24]1[CH:25]=[C:20]2[NH:19][C:18]([O:17][C@H:16]3[C@H:12]4[O:11][CH2:10][C@@H:9]([OH:8])[C@H:13]4[O:14][CH2:15]3)=[N:39][C:21]2=[N:22][C:23]=1[C:27]1[S:28][C:29]2[CH:34]=[CH:33][N:32]=[C:31]([CH:35]3[CH2:37][CH2:36]3)[C:30]=2[N:38]=1, predict the reactants needed to synthesize it.